Dataset: Catalyst prediction with 721,799 reactions and 888 catalyst types from USPTO. Task: Predict which catalyst facilitates the given reaction. (1) Reactant: [NH2:1][C:2]1[CH:3]=[C:4]([C:20]([O:22][CH3:23])=[O:21])[C:5]2[CH2:6][CH2:7][N:8]([CH:13]([CH2:17][CH2:18][CH3:19])[CH2:14][CH2:15][CH3:16])[C:9](=[O:12])[C:10]=2[CH:11]=1.N1C=CC=CC=1.[CH3:30][S:31](Cl)(=[O:33])=[O:32].C(=O)([O-])O.[Na+]. Product: [CH3:30][S:31]([NH:1][C:2]1[CH:3]=[C:4]([C:20]([O:22][CH3:23])=[O:21])[C:5]2[CH2:6][CH2:7][N:8]([CH:13]([CH2:17][CH2:18][CH3:19])[CH2:14][CH2:15][CH3:16])[C:9](=[O:12])[C:10]=2[CH:11]=1)(=[O:33])=[O:32]. The catalyst class is: 46. (2) Reactant: [CH3:1][C:2]1[N:3]=[CH:4][C:5]2[C:10]([C:11]=1[C:12]#[N:13])=[CH:9][CH:8]=[CH:7][CH:6]=2.[Br:14]N1C(=O)CCC1=O. Product: [Br:14][CH2:1][C:2]1[N:3]=[CH:4][C:5]2[C:10]([C:11]=1[C:12]#[N:13])=[CH:9][CH:8]=[CH:7][CH:6]=2. The catalyst class is: 53. (3) Reactant: [Cl:1][C:2]1[CH:7]=[CH:6][C:5]([CH:8]([CH2:24][NH:25][S:26]([C:29]2[CH:34]=[CH:33][C:32](C)=[CH:31][CH:30]=2)(=[O:28])=[O:27])[CH2:9][C:10]([NH:12][C:13]2[CH:23]=[CH:22][C:16]([C:17]([O:19]CC)=[O:18])=[CH:15][CH:14]=2)=[O:11])=[CH:4][CH:3]=1.[OH-:36].[Na+]. Product: [Cl:1][C:2]1[CH:7]=[CH:6][C:5]([CH:8]([CH2:24][NH:25][S:26]([C:29]2[CH:34]=[CH:33][C:32]([O:36][C:2]3[CH:7]=[CH:6][CH:5]=[CH:4][CH:3]=3)=[CH:31][CH:30]=2)(=[O:28])=[O:27])[CH2:9][C:10]([NH:12][C:13]2[CH:23]=[CH:22][C:16]([C:17]([OH:19])=[O:18])=[CH:15][CH:14]=2)=[O:11])=[CH:4][CH:3]=1. The catalyst class is: 92. (4) Reactant: [C:1]([O:5][C:6]([N:8]([CH2:10][CH:11]([CH2:15][C:16]1[CH:21]=[CH:20][C:19]([Cl:22])=[C:18]([F:23])[CH:17]=1)[C:12]([OH:14])=O)[CH3:9])=[O:7])([CH3:4])([CH3:3])[CH3:2].CN(C(ON1N=NC2C=CC=NC1=2)=[N+](C)C)C.F[P-](F)(F)(F)(F)F.[F:48][C:49]1[CH:54]=[C:53]([C:55]2[CH:60]=[CH:59][N:58]=[C:57]([NH:61][C:62]3[N:63]([CH3:67])[N:64]=[CH:65][CH:66]=3)[N:56]=2)[CH:52]=[C:51]([NH:68][NH2:69])[N:50]=1.CCN(C(C)C)C(C)C. Product: [Cl:22][C:19]1[CH:20]=[CH:21][C:16]([CH2:15][CH:11]([C:12]([NH:69][NH:68][C:51]2[CH:52]=[C:53]([C:55]3[CH:60]=[CH:59][N:58]=[C:57]([NH:61][C:62]4[N:63]([CH3:67])[N:64]=[CH:65][CH:66]=4)[N:56]=3)[CH:54]=[C:49]([F:48])[N:50]=2)=[O:14])[CH2:10][N:8]([CH3:9])[C:6](=[O:7])[O:5][C:1]([CH3:2])([CH3:3])[CH3:4])=[CH:17][C:18]=1[F:23]. The catalyst class is: 18. (5) Reactant: [C:1]([O:5][C:6]([N:8]1[CH2:15][CH2:14][CH2:13][C@@H:9]1[C:10]([OH:12])=O)=[O:7])([CH3:4])([CH3:3])[CH3:2].C(OC(Cl)=O)C(C)C.Cl.[CH3:25][NH:26][O:27][CH3:28]. Product: [C:1]([O:5][C:6]([N:8]1[CH2:15][CH2:14][CH2:13][C@@H:9]1[C:10]([N:26]([O:27][CH3:28])[CH3:25])=[O:12])=[O:7])([CH3:2])([CH3:3])[CH3:4]. The catalyst class is: 347.